This data is from Forward reaction prediction with 1.9M reactions from USPTO patents (1976-2016). The task is: Predict the product of the given reaction. (1) Given the reactants [CH:1]([CH:4]1[CH2:9][CH2:8][CH2:7][CH:6]([CH:10]([CH3:15])[C:11](=[CH2:14])[CH:12]=[O:13])[CH2:5]1)([CH3:3])[CH3:2], predict the reaction product. The product is: [CH:1]([CH:4]1[CH2:9][CH2:8][CH2:7][CH:6]([CH:10]([CH3:15])[CH:11]([CH3:14])[CH:12]=[O:13])[CH2:5]1)([CH3:3])[CH3:2]. (2) Given the reactants [CH:1]1([C:4]2[CH:11]=[CH:10][C:7]([CH:8]=O)=[C:6]([O:12][CH3:13])[N:5]=2)[CH2:3][CH2:2]1.[N+:14]([CH3:17])([O-:16])=[O:15].Cl.CN.C([O-])(=O)C.[Na+], predict the reaction product. The product is: [CH:1]1([C:4]2[N:5]=[C:6]([O:12][CH3:13])[C:7](/[CH:8]=[CH:17]/[N+:14]([O-:16])=[O:15])=[CH:10][CH:11]=2)[CH2:3][CH2:2]1. (3) Given the reactants [Cl:1][C:2]1[CH:23]=[CH:22][CH:21]=[CH:20][C:3]=1[O:4][CH2:5][C:6]1[CH:7]=[C:8]([CH:17]=[CH:18][CH:19]=1)[C:9]([NH:11][C:12]1[CH:13]=[N:14][NH:15][CH:16]=1)=[O:10].CI.[C:26](=O)([O-])[O-].[K+].[K+].C(OCC)(=O)C, predict the reaction product. The product is: [Cl:1][C:2]1[CH:23]=[CH:22][CH:21]=[CH:20][C:3]=1[O:4][CH2:5][C:6]1[CH:7]=[C:8]([CH:17]=[CH:18][CH:19]=1)[C:9]([NH:11][C:12]1[CH:16]=[N:15][N:14]([CH3:26])[CH:13]=1)=[O:10]. (4) Given the reactants [CH2:1]1[CH:13]2[CH:5]([C:6]3[CH2:7][CH2:8][CH2:9][CH2:10][C:11]=3[C:12]2=O)[CH2:4][CH2:3][CH2:2]1.[CH3:15][Mg]Br.Cl, predict the reaction product. The product is: [CH3:15][C:12]1[C:11]2[CH2:10][CH2:9][CH2:8][CH2:7][C:6]=2[CH:5]2[C:13]=1[CH2:1][CH2:2][CH2:3][CH2:4]2. (5) Given the reactants [F:1][C:2]1[CH:7]=[CH:6][C:5]([C@@H:8]([N:10]2[CH2:15][CH2:14][CH2:13][CH:12](I)[C:11]2=[O:17])[CH3:9])=[CH:4][CH:3]=1.[P:18]([O:25]CC)([O:22][CH2:23][CH3:24])[O:19][CH2:20][CH3:21], predict the reaction product. The product is: [F:1][C:2]1[CH:7]=[CH:6][C:5]([C@@H:8]([N:10]2[CH2:15][CH2:14][CH2:13][CH:12]([P:18](=[O:25])([O:22][CH2:23][CH3:24])[O:19][CH2:20][CH3:21])[C:11]2=[O:17])[CH3:9])=[CH:4][CH:3]=1. (6) Given the reactants [CH3:1][O:2][C:3]1[C:4]([O:29][CH2:30][C:31]([F:34])([F:33])[F:32])=[CH:5][C:6]2[CH2:15][CH:14]([C:16]([CH3:21])([CH3:20])[CH2:17][O:18][CH3:19])[N:13]3[C:8](=[CH:9][C:10](=[O:27])[C:11]([C:22]([O:24]CC)=[O:23])=[CH:12]3)[C:7]=2[CH:28]=1.[Li+].[OH-].Cl, predict the reaction product. The product is: [CH3:1][O:2][C:3]1[C:4]([O:29][CH2:30][C:31]([F:32])([F:34])[F:33])=[CH:5][C:6]2[CH2:15][CH:14]([C:16]([CH3:21])([CH3:20])[CH2:17][O:18][CH3:19])[N:13]3[C:8](=[CH:9][C:10](=[O:27])[C:11]([C:22]([OH:24])=[O:23])=[CH:12]3)[C:7]=2[CH:28]=1.